From a dataset of Full USPTO retrosynthesis dataset with 1.9M reactions from patents (1976-2016). Predict the reactants needed to synthesize the given product. (1) Given the product [Cl:1][C:2]1[CH:7]=[CH:6][C:5]([C:8]2[NH:9][C:10]3[C:15]([C:16]=2[C:17]([OH:30])=[O:18])=[CH:14][CH:13]=[CH:12][CH:11]=3)=[CH:4][C:3]=1[S:19](=[O:21])(=[O:20])[NH:22][CH:23]1[CH2:24][CH2:25][CH2:26][CH2:27][CH2:28]1, predict the reactants needed to synthesize it. The reactants are: [Cl:1][C:2]1[CH:7]=[CH:6][C:5]([C:8]2[NH:9][C:10]3[C:15]([C:16]=2[CH:17]=[O:18])=[CH:14][CH:13]=[CH:12][CH:11]=3)=[CH:4][C:3]=1[S:19]([NH:22][CH:23]1[CH2:28][CH2:27][CH2:26][CH2:25][CH2:24]1)(=[O:21])=[O:20].Cl([O-])=[O:30].[Na+].S(=O)(=O)(O)N.C(=O)(O)[O-].[Na+]. (2) Given the product [CH3:1][O:2][C:3](=[O:47])[NH:4][C@@H:5]1[CH:13]2[C:14](=[O:46])[CH2:15][C@H:16]([C:18]3[NH:19][C:20]([C:23]4[CH:24]=[CH:25][C:26]([C:29]5[CH:30]=[CH:31][C:32]([C:35]6[NH:36][C:37]([CH:40]7[N:45]([C:54](=[O:55])[C@H:53]([NH:52][C:50]([O:49][CH3:48])=[O:51])[C:57]8[CH:62]=[CH:61][CH:60]=[CH:59][CH:58]=8)[CH2:44][CH:43]8[C@@H:41]7[CH2:42]8)=[N:38][CH:39]=6)=[CH:33][CH:34]=5)=[CH:27][CH:28]=4)=[CH:21][N:22]=3)[CH2:17][N:11]3[C:12]2=[C:8]([CH:9]=[CH:10]3)[CH2:7][CH2:6]1, predict the reactants needed to synthesize it. The reactants are: [CH3:1][O:2][C:3](=[O:47])[NH:4][C@@H:5]1[CH:13]2[C:14](=[O:46])[CH2:15][C@H:16]([C:18]3[NH:19][C:20]([C:23]4[CH:28]=[CH:27][C:26]([C:29]5[CH:34]=[CH:33][C:32]([C:35]6[NH:36][C:37]([CH:40]7[NH:45][CH2:44][CH:43]8[C@@H:41]7[CH2:42]8)=[N:38][CH:39]=6)=[CH:31][CH:30]=5)=[CH:25][CH:24]=4)=[CH:21][N:22]=3)[CH2:17][N:11]3[C:12]2=[C:8]([CH:9]=[CH:10]3)[CH2:7][CH2:6]1.[CH3:48][O:49][C:50]([NH:52][C@H:53]([C:57]1[CH:62]=[CH:61][CH:60]=[CH:59][CH:58]=1)[C:54](O)=[O:55])=[O:51].CCN(C(C)C)C(C)C.CN(C(ON1N=NC2C=CC=NC1=2)=[N+](C)C)C.F[P-](F)(F)(F)(F)F. (3) The reactants are: [CH3:1][C:2]1[CH:7]=[CH:6][C:5]([C:8]#[C:9][C:10]([NH2:12])=[O:11])=[CH:4][CH:3]=1.[CH3:13][CH2:14][CH2:15][CH2:16][SnH:17]([CH2:22][CH2:23][CH2:24][CH3:25])[CH2:18][CH2:19][CH2:20][CH3:21]. Given the product [CH3:1][C:2]1[CH:3]=[CH:4][C:5](/[CH:8]=[C:9](/[Sn:17]([CH2:18][CH2:19][CH2:20][CH3:21])([CH2:22][CH2:23][CH2:24][CH3:25])[CH2:16][CH2:15][CH2:14][CH3:13])\[C:10]([NH2:12])=[O:11])=[CH:6][CH:7]=1, predict the reactants needed to synthesize it. (4) The reactants are: Br[C:2]1[CH:11]=[C:10]2[C:5]([CH:6]=[CH:7][C:8](=[O:20])[N:9]2[C:12]2[C:17]([Cl:18])=[CH:16][CH:15]=[CH:14][C:13]=2[Cl:19])=[C:4]([C:21]2[CH:26]=[CH:25][CH:24]=[CH:23][C:22]=2[Cl:27])[N:3]=1.C[Sn](C)(C)[C:30]1[CH2:31][CH2:32][N:33]([C:36]([O:38][C:39]([CH3:42])([CH3:41])[CH3:40])=[O:37])[CH2:34][CH:35]=1. Given the product [Cl:27][C:22]1[CH:23]=[CH:24][CH:25]=[CH:26][C:21]=1[C:4]1[N:3]=[C:2]([C:30]2[CH2:35][CH2:34][N:33]([C:36]([O:38][C:39]([CH3:42])([CH3:41])[CH3:40])=[O:37])[CH2:32][CH:31]=2)[CH:11]=[C:10]2[C:5]=1[CH:6]=[CH:7][C:8](=[O:20])[N:9]2[C:12]1[C:17]([Cl:18])=[CH:16][CH:15]=[CH:14][C:13]=1[Cl:19], predict the reactants needed to synthesize it.